Dataset: Forward reaction prediction with 1.9M reactions from USPTO patents (1976-2016). Task: Predict the product of the given reaction. (1) Given the reactants [CH:1]1([NH:4][C:5]2[C:10]([C:11]([NH2:13])=[O:12])=[CH:9][N:8]=[C:7]([NH:14][C:15]3[CH:20]=[CH:19][C:18]([CH:21]4[CH2:26][CH2:25][NH:24][CH2:23][CH2:22]4)=[CH:17][CH:16]=3)[CH:6]=2)[CH2:3][CH2:2]1.CCN(C(C)C)C(C)C.[CH2:36]([S:38](Cl)(=[O:40])=[O:39])[CH3:37].C(O)(C(F)(F)F)=O, predict the reaction product. The product is: [CH:1]1([NH:4][C:5]2[C:10]([C:11]([NH2:13])=[O:12])=[CH:9][N:8]=[C:7]([NH:14][C:15]3[CH:20]=[CH:19][C:18]([CH:21]4[CH2:26][CH2:25][N:24]([S:38]([CH2:36][CH3:37])(=[O:40])=[O:39])[CH2:23][CH2:22]4)=[CH:17][CH:16]=3)[CH:6]=2)[CH2:3][CH2:2]1. (2) The product is: [ClH:1].[ClH:1].[ClH:1].[ClH:1].[NH2:32][C@H:28]1[CH2:27][C:26]2[CH:40]=[C:22]([CH:23]=[CH:24][C:25]=2[OH:41])[C:21]2=[CH:42][C:17](=[C:18]([OH:43])[CH:19]=[CH:20]2)[CH2:16][C@@H:15]([C:44]([NH:46][CH2:47][CH2:48][CH2:49][C@H:50]([NH2:58])[CH2:51][C:52]([NH:54][CH2:55][CH2:56][NH2:57])=[O:53])=[O:45])[N:14]([CH2:59][CH3:60])[C:13](=[O:61])[C@H:12]([CH2:11][CH2:10][CH2:9][NH2:8])[NH:30][C:29]1=[O:31]. Given the reactants [ClH:1].C(OC(=O)[NH:8][CH2:9][CH2:10][CH2:11][C@@H:12]1[NH:30][C:29](=[O:31])[C@@H:28]([NH:32]C(OC(C)(C)C)=O)[CH2:27][C:26]2[CH:40]=[C:22]([CH:23]=[CH:24][C:25]=2[OH:41])[C:21]2=[CH:42][C:17](=[C:18]([OH:43])[CH:19]=[CH:20]2)[CH2:16][C@@H:15]([C:44]([NH:46][CH2:47][CH2:48][CH2:49][C@H:50]([NH2:58])[CH2:51][C:52]([NH:54][CH2:55][CH2:56][NH2:57])=[O:53])=[O:45])[N:14]([CH2:59][CH3:60])[C:13]1=[O:61])(C)(C)C, predict the reaction product.